This data is from Full USPTO retrosynthesis dataset with 1.9M reactions from patents (1976-2016). The task is: Predict the reactants needed to synthesize the given product. (1) Given the product [C:10]([O:9][C:6](=[O:8])[CH2:7][C:22]1([OH:24])[CH2:23][CH:14]2[CH2:26][CH2:25][CH:21]1[C:20]1[C:15]2=[CH:16][CH:17]=[CH:18][CH:19]=1)([CH3:13])([CH3:12])[CH3:11], predict the reactants needed to synthesize it. The reactants are: C([Li])CCC.[C:6]([O:9][C:10]([CH3:13])([CH3:12])[CH3:11])(=[O:8])[CH3:7].[CH:14]12[CH2:26][CH2:25][CH:21]([C:22](=[O:24])[CH2:23]1)[C:20]1[C:15]2=[CH:16][CH:17]=[CH:18][CH:19]=1. (2) Given the product [Br:1][C:2]1[CH:3]=[C:4]([CH2:5][OH:6])[CH:9]=[CH:10][C:11]=1[I:12], predict the reactants needed to synthesize it. The reactants are: [Br:1][C:2]1[CH:3]=[C:4]([CH:9]=[CH:10][C:11]=1[I:12])[C:5](OC)=[O:6].[BH4-].[Li+]. (3) The reactants are: [N:1]1([C:7]2[CH:12]=[CH:11][C:10]([C:13]3[C:17]4[CH2:18][C:19]5[S:20][CH:21]=[CH:22][C:23]=5[C:16]=4[N:15](COCC[Si](C)(C)C)[N:14]=3)=[CH:9][CH:8]=2)[CH2:6][CH2:5][O:4][CH2:3][CH2:2]1.Cl. Given the product [N:1]1([C:7]2[CH:8]=[CH:9][C:10]([C:13]3[C:17]4[CH2:18][C:19]5[S:20][CH:21]=[CH:22][C:23]=5[C:16]=4[NH:15][N:14]=3)=[CH:11][CH:12]=2)[CH2:2][CH2:3][O:4][CH2:5][CH2:6]1, predict the reactants needed to synthesize it. (4) The reactants are: [NH2:1][C:2]1[CH:3]=[C:4]([CH2:8][CH2:9][C:10]#[N:11])[CH:5]=[CH:6][CH:7]=1.[Cl:12][C:13]1[N:18]=[C:17](Cl)[C:16]([Cl:20])=[CH:15][N:14]=1.C(=O)([O-])[O-].[K+].[K+].CN(C=O)C. Given the product [Cl:12][C:13]1[N:18]=[C:17]([NH:1][C:2]2[CH:3]=[C:4]([CH2:8][CH2:9][C:10]#[N:11])[CH:5]=[CH:6][CH:7]=2)[C:16]([Cl:20])=[CH:15][N:14]=1, predict the reactants needed to synthesize it. (5) Given the product [C:24]1(=[O:33])[N:1]([CH2:2][CH2:3][C:4]2[C:5](=[O:11])[NH:6][C:7](=[O:10])[NH:8][CH:9]=2)[C:27](=[O:28])[C:26]2=[CH:29][CH:30]=[CH:31][CH:32]=[C:25]12, predict the reactants needed to synthesize it. The reactants are: [NH2:1][CH2:2][CH2:3][C:4]1[C:5](=[O:11])[NH:6][C:7](=[O:10])[NH:8][CH:9]=1.C([O-])([O-])=O.[Na+].[Na+].C(OC(N1[C:27](=[O:28])[C:26]2=[CH:29][CH:30]=[CH:31][CH:32]=[C:25]2[C:24]1=[O:33])=O)C.Cl. (6) Given the product [Cl:3][CH2:4][CH2:5][CH2:6][O:7][C:8]1[CH:13]=[CH:12][C:11]([C:14]2[O:15][CH:16]=[C:17]([C:19]([OH:21])=[O:20])[N:18]=2)=[CH:10][CH:9]=1, predict the reactants needed to synthesize it. The reactants are: [OH-].[Na+].[Cl:3][CH2:4][CH2:5][CH2:6][O:7][C:8]1[CH:13]=[CH:12][C:11]([C:14]2[O:15][CH:16]=[C:17]([C:19]([O:21]CC)=[O:20])[N:18]=2)=[CH:10][CH:9]=1. (7) Given the product [CH2:1]([O:3][C:4](=[O:38])[C:5]([O:8][C:9]1[CH:10]=[CH:11][C:12]([O:15][CH2:16][CH2:17][C:18]2[N:19]=[C:20]([C:24]3[CH:29]=[CH:28][C:27]([OH:30])=[CH:26][CH:25]=3)[O:21][C:22]=2[CH3:23])=[CH:13][CH:14]=1)([CH3:7])[CH3:6])[CH3:2], predict the reactants needed to synthesize it. The reactants are: [CH2:1]([O:3][C:4](=[O:38])[C:5]([O:8][C:9]1[CH:14]=[CH:13][C:12]([O:15][CH2:16][CH2:17][C:18]2[N:19]=[C:20]([C:24]3[CH:29]=[CH:28][C:27]([O:30]CC4C=CC=CC=4)=[CH:26][CH:25]=3)[O:21][C:22]=2[CH3:23])=[CH:11][CH:10]=1)([CH3:7])[CH3:6])[CH3:2].